This data is from hERG potassium channel inhibition data for cardiac toxicity prediction from Karim et al.. The task is: Regression/Classification. Given a drug SMILES string, predict its toxicity properties. Task type varies by dataset: regression for continuous values (e.g., LD50, hERG inhibition percentage) or binary classification for toxic/non-toxic outcomes (e.g., AMES mutagenicity, cardiotoxicity, hepatotoxicity). Dataset: herg_karim. (1) The result is 0 (non-blocker). The compound is [NH3+]C(C(=O)N1CC[C@H](F)C1)[C@@H](C(=O)n1cnnn1)c1ccc(-c2ccc(F)cc2)cc1. (2) The compound is NC(=O)c1cnc(N[C@H]2CCCNC2)c2sc(-c3cccc(F)c3)cc12. The result is 0 (non-blocker). (3) The molecule is CN1CCC(COCc2cc(Cl)cc(C(F)(F)F)n2)(c2ccccc2)CC1. The result is 0 (non-blocker). (4) The drug is NC1=N[C@@]2(CO1)c1cc(-c3cccnc3F)ccc1Oc1c(F)cc(C3=CCCOC3)cc12. The result is 0 (non-blocker). (5) The compound is Cc1cc(CN2CCN(c3c(Br)cnc4nc(-c5ccc(N6CCOCC6)cc5)[nH]c34)CC2)no1. The result is 0 (non-blocker). (6) The drug is CCCSc1nc(N2CCC[C@@H](CC(=O)O)C2)ccc1C(=O)NC1CCCCC1. The result is 0 (non-blocker). (7) The molecule is Nc1ccnc(N2CCC(C(=O)Nc3ccc4ccccc4n3)(c3ccccc3)CC2)c1. The result is 1 (blocker).